Dataset: Reaction yield outcomes from USPTO patents with 853,638 reactions. Task: Predict the reaction yield, written as a fraction of the theoretical maximum amount of product (1.0 means a 100% yield; for example, 0.34 means a 34% yield). (1) The reactants are [CH:1]1([C:4]2[O:5][C:6]([C:9]3[CH:10]=[C:11]4[C:15](=[CH:16][CH:17]=3)[N:14]([S:18]([C:21]3[CH:27]=[CH:26][C:24]([CH3:25])=[CH:23][CH:22]=3)(=[O:20])=[O:19])[CH:13]=[C:12]4B3OC(C)(C)C(C)(C)O3)=[N:7][N:8]=2)[CH2:3][CH2:2]1.Br[C:38]1[N:43]=[C:42]([CH:44]2[CH2:46][CH2:45]2)[CH:41]=[CH:40][N:39]=1.P([O-])([O-])([O-])=O.[K+].[K+].[K+].C1(P(C2CCCCC2)C2C=CC=CC=2C2C(C(C)C)=CC(C(C)C)=CC=2C(C)C)CCCCC1. The catalyst is C1C=CC(/C=C/C(/C=C/C2C=CC=CC=2)=O)=CC=1.C1C=CC(/C=C/C(/C=C/C2C=CC=CC=2)=O)=CC=1.C1C=CC(/C=C/C(/C=C/C2C=CC=CC=2)=O)=CC=1.[Pd].[Pd]. The product is [CH:1]1([C:4]2[O:5][C:6]([C:9]3[CH:10]=[C:11]4[C:15](=[CH:16][CH:17]=3)[N:14]([S:18]([C:21]3[CH:22]=[CH:23][C:24]([CH3:25])=[CH:26][CH:27]=3)(=[O:19])=[O:20])[CH:13]=[C:12]4[C:38]3[N:43]=[C:42]([CH:44]4[CH2:46][CH2:45]4)[CH:41]=[CH:40][N:39]=3)=[N:7][N:8]=2)[CH2:2][CH2:3]1. The yield is 0.235. (2) The reactants are [OH:1][C:2]1[CH:3]=[C:4]([CH:9]=[C:10]([OH:13])[C:11]=1[OH:12])[C:5]([O:7][CH3:8])=[O:6].[OH-].[Na+].[CH3:16]OS(OC)(=O)=O.S(=O)(=O)(O)O. The catalyst is O.C(OCC)(=O)C.CCCCCC. The product is [OH:1][C:2]1[CH:3]=[C:4]([CH:9]=[C:10]([O:13][CH3:16])[C:11]=1[OH:12])[C:5]([O:7][CH3:8])=[O:6]. The yield is 0.790. (3) The reactants are [NH2:1][C:2]1([C:13]2[CH:18]=[CH:17][C:16]([CH:19]([CH3:21])[CH3:20])=[CH:15][C:14]=2[O:22][CH3:23])[C:10](=[O:11])[C:9]2[C:4](=[CH:5][CH:6]=[CH:7][CH:8]=2)[C:3]1=[O:12].ClC(Cl)(O[C:28](=[O:34])OC(Cl)(Cl)Cl)Cl.Cl.[NH2:37]O.C1[CH2:43][O:42]CC1. No catalyst specified. The product is [CH:19]([C:16]1[CH:17]=[CH:18][C:13]([C:2]2([NH:1][C:43]([NH:37][O:34][CH3:28])=[O:42])[C:10](=[O:11])[C:9]3[C:4](=[CH:5][CH:6]=[CH:7][CH:8]=3)[C:3]2=[O:12])=[C:14]([O:22][CH3:23])[CH:15]=1)([CH3:21])[CH3:20]. The yield is 0.690. (4) The reactants are [NH2:1][C:2]1[NH:3][C@@H:4]([C:13]2[CH:18]=[CH:17][C:16]([F:19])=[CH:15][CH:14]=2)[CH2:5][CH2:6][C:7]=1[C:8]([O:10][CH2:11][CH3:12])=[O:9].CCN(C(C)C)C(C)C.[C:29]1([NH:35][C:36](=O)[O:37]C2C=CC=CC=2)[CH:34]=[CH:33][CH:32]=[CH:31][CH:30]=1. The catalyst is CS(C)=O. The yield is 0.770. The product is [F:19][C:16]1[CH:15]=[CH:14][C:13]([C@@H:4]2[NH:3][C:2]([NH:1][C:36](=[O:37])[NH:35][C:29]3[CH:34]=[CH:33][CH:32]=[CH:31][CH:30]=3)=[C:7]([C:8]([O:10][CH2:11][CH3:12])=[O:9])[CH2:6][CH2:5]2)=[CH:18][CH:17]=1. (5) The reactants are [Br:1][C:2]1[CH:3]=[CH:4][C:5]([C@H:8]([NH:10][S@@](C(C)(C)C)=O)[CH3:9])=[N:6][CH:7]=1.[ClH:17].CCOCC. The catalyst is CO. The product is [ClH:17].[ClH:17].[Br:1][C:2]1[CH:3]=[CH:4][C:5]([C@H:8]([NH2:10])[CH3:9])=[N:6][CH:7]=1. The yield is 0.990. (6) The reactants are I[C:2]1[C:3]([O:20][CH3:21])=[CH:4][C:5]([CH:17]([CH3:19])[CH3:18])=[C:6]([CH:16]=1)[O:7][C:8]1[C:9]([NH2:15])=[N:10][C:11]([NH2:14])=[N:12][CH:13]=1.C([O-])(=O)C.[K+].[S:27]1[CH:31]=[CH:30][N:29]=[CH:28]1. The catalyst is CN(C)C(=O)C.C1C=CC([P]([Pd]([P](C2C=CC=CC=2)(C2C=CC=CC=2)C2C=CC=CC=2)([P](C2C=CC=CC=2)(C2C=CC=CC=2)C2C=CC=CC=2)[P](C2C=CC=CC=2)(C2C=CC=CC=2)C2C=CC=CC=2)(C2C=CC=CC=2)C2C=CC=CC=2)=CC=1. The product is [CH:17]([C:5]1[CH:4]=[C:3]([O:20][CH3:21])[C:2]([C:31]2[S:27][CH:28]=[N:29][CH:30]=2)=[CH:16][C:6]=1[O:7][C:8]1[C:9]([NH2:15])=[N:10][C:11]([NH2:14])=[N:12][CH:13]=1)([CH3:19])[CH3:18]. The yield is 0.0900. (7) The reactants are [Cl:1][C:2]1[C:3]([NH:10][CH2:11][C:12]2[CH:17]=[CH:16][C:15]([O:18][C:19]3[CH:20]=[CH:21][C:22]4[N:23]([C:25]([N+:28]([O-:30])=[O:29])=[CH:26][N:27]=4)[N:24]=3)=[C:14](Cl)[N:13]=2)=[N:4][C:5]([CH3:9])=[N:6][C:7]=1[CH3:8].[ClH:32]. The catalyst is CC(C)=O. The product is [ClH:1].[ClH:32].[Cl:1][C:2]1[C:3]([NH:10][CH2:11][C:12]2[CH:17]=[CH:16][C:15]([O:18][C:19]3[CH:20]=[CH:21][C:22]4[N:23]([C:25]([N+:28]([O-:30])=[O:29])=[CH:26][N:27]=4)[N:24]=3)=[CH:14][N:13]=2)=[N:4][C:5]([CH3:9])=[N:6][C:7]=1[CH3:8]. The yield is 0.940. (8) The reactants are [F:1][C:2]1[C:13]([I:14])=[CH:12][C:5]([CH2:6]OS(C)(=O)=O)=[C:4]([CH2:15]OS(C)(=O)=O)[CH:3]=1.C(N(CC)C(C)C)(C)C.[C:30]1([CH:36]([NH2:43])[C:37]2[CH:42]=[CH:41][CH:40]=[CH:39][CH:38]=2)[CH:35]=[CH:34][CH:33]=[CH:32][CH:31]=1. The catalyst is CN(C=O)C. The product is [CH:36]([N:43]1[CH2:15][C:4]2[C:5](=[CH:12][C:13]([I:14])=[C:2]([F:1])[CH:3]=2)[CH2:6]1)([C:37]1[CH:38]=[CH:39][CH:40]=[CH:41][CH:42]=1)[C:30]1[CH:35]=[CH:34][CH:33]=[CH:32][CH:31]=1. The yield is 0.550. (9) The reactants are [F:1][C:2]1[CH:3]=[C:4]([CH:14]=[C:15]([F:18])[C:16]=1[F:17])[CH2:5][P:6](=[O:13])([O:10]CC)[O:7]CC.Br[Si](C)(C)C.O. The catalyst is ClCCl.CO.C(#N)C. The product is [F:18][C:15]1[CH:14]=[C:4]([CH:3]=[C:2]([F:1])[C:16]=1[F:17])[CH2:5][P:6](=[O:7])([OH:10])[OH:13]. The yield is 0.890.